This data is from Retrosynthesis with 50K atom-mapped reactions and 10 reaction types from USPTO. The task is: Predict the reactants needed to synthesize the given product. Given the product COc1ccc(C(N)=O)cc1C(=O)Nc1ccc2[nH]ccc2c1, predict the reactants needed to synthesize it. The reactants are: COc1ccc(C(N)=O)cc1C(=O)O.Nc1ccc2[nH]ccc2c1.